This data is from Forward reaction prediction with 1.9M reactions from USPTO patents (1976-2016). The task is: Predict the product of the given reaction. (1) Given the reactants ClC1N=[CH:4][C:5]2[CH2:11][N:10]([C:12]([C:14]3[CH:15]=[N:16][CH:17]=[CH:18][CH:19]=3)=[O:13])[CH2:9][CH2:8][C:6]=2N=1.[S:20]1[CH:24]=[CH:23][C:22]([NH2:25])=[CH:21]1.CCOC(C)=O.[CH:32](O)([CH3:34])[CH3:33], predict the reaction product. The product is: [N:16]1[CH:17]=[CH:18][CH:19]=[C:14]([C:12]([N:10]2[CH2:9][CH2:8][C:6]3[C:5](=[CH:4][CH:33]=[C:32]([NH:25][C:22]4[CH:23]=[CH:24][S:20][CH:21]=4)[CH:34]=3)[CH2:11]2)=[O:13])[CH:15]=1. (2) Given the reactants [C:1]([O:5][C:6](=[O:20])[C@H:7]([CH2:12][C:13]([O:15][C:16]([CH3:19])([CH3:18])[CH3:17])=[O:14])[NH:8][CH2:9][CH:10]=[CH2:11])([CH3:4])([CH3:3])[CH3:2].O.[ClH:22], predict the reaction product. The product is: [ClH:22].[C:1]([O:5][C:6](=[O:20])[C@H:7]([CH2:12][C:13]([O:15][C:16]([CH3:19])([CH3:18])[CH3:17])=[O:14])[NH:8][CH2:9][CH:10]=[CH2:11])([CH3:4])([CH3:2])[CH3:3]. (3) Given the reactants C(OC(=O)[NH:7][C@H:8]1[CH2:13][C@@H:12]([N:14]2[CH2:21][C:20]3[C:16](=[N:17][N:18]([S:22]([CH3:25])(=[O:24])=[O:23])[CH:19]=3)[CH2:15]2)[CH2:11][O:10][C@@H:9]1[C:26]1[CH:31]=[C:30]([F:32])[CH:29]=[CH:28][C:27]=1[F:33])(C)(C)C.FC(F)(F)C(O)=O, predict the reaction product. The product is: [F:33][C:27]1[CH:28]=[CH:29][C:30]([F:32])=[CH:31][C:26]=1[C@@H:9]1[C@@H:8]([NH2:7])[CH2:13][C@@H:12]([N:14]2[CH2:21][C:20]3[C:16](=[N:17][N:18]([S:22]([CH3:25])(=[O:24])=[O:23])[CH:19]=3)[CH2:15]2)[CH2:11][O:10]1. (4) Given the reactants Cl[CH2:2][C:3]1[N:14]([C@H:15]2[CH2:20][CH2:19][C@H:18]([CH2:21][C:22]#[N:23])[CH2:17][CH2:16]2)[C:6]2=[C:7]3[S:13][CH:12]=[CH:11][C:8]3=[N:9][CH:10]=[C:5]2[N:4]=1.[CH3:24][S:25]([NH:28][C:29](=[O:35])[O:30][C:31]([CH3:34])([CH3:33])[CH3:32])(=[O:27])=[O:26].C(=O)([O-])[O-].[K+].[K+], predict the reaction product. The product is: [C:22]([CH2:21][C@H:18]1[CH2:19][CH2:20][C@H:15]([N:14]2[C:6]3=[C:7]4[S:13][CH:12]=[CH:11][C:8]4=[N:9][CH:10]=[C:5]3[N:4]=[C:3]2[CH2:2][N:28]([S:25]([CH3:24])(=[O:26])=[O:27])[C:29](=[O:35])[O:30][C:31]([CH3:34])([CH3:33])[CH3:32])[CH2:16][CH2:17]1)#[N:23]. (5) Given the reactants [CH2:1]([O:8][C:9]1[CH:24]=[CH:23][C:22](Br)=[CH:21][C:10]=1[C:11]([O:13][CH2:14][C:15]1[CH:20]=[CH:19][CH:18]=[CH:17][CH:16]=1)=[O:12])[C:2]1[CH:7]=[CH:6][CH:5]=[CH:4][CH:3]=1.C(=O)([O-])[O-].[Na+].[Na+].C[C:33]([N:35](C)C)=O, predict the reaction product. The product is: [CH2:1]([O:8][C:9]1[CH:24]=[CH:23][C:22]([C:33]#[N:35])=[CH:21][C:10]=1[C:11]([O:13][CH2:14][C:15]1[CH:20]=[CH:19][CH:18]=[CH:17][CH:16]=1)=[O:12])[C:2]1[CH:7]=[CH:6][CH:5]=[CH:4][CH:3]=1.